From a dataset of Forward reaction prediction with 1.9M reactions from USPTO patents (1976-2016). Predict the product of the given reaction. (1) Given the reactants [CH2:1]([O:5][CH:6]1[C:15]2[C:10](=[CH:11][CH:12]=[CH:13][CH:14]=2)[C:9](=[O:16])[N:8]([CH2:17][CH:18]2[CH2:20][CH2:19]2)[C:7]1(/[CH:30]=[CH:31]/[C:32]([O:34]CC)=[O:33])[CH2:21][NH:22][C:23]([O:25][C:26]([CH3:29])([CH3:28])[CH3:27])=[O:24])[CH2:2][CH2:3][CH3:4].[OH-].[Na+].O.Cl, predict the reaction product. The product is: [CH2:1]([O:5][CH:6]1[C:15]2[C:10](=[CH:11][CH:12]=[CH:13][CH:14]=2)[C:9](=[O:16])[N:8]([CH2:17][CH:18]2[CH2:20][CH2:19]2)[C:7]1(/[CH:30]=[CH:31]/[C:32]([OH:34])=[O:33])[CH2:21][NH:22][C:23]([O:25][C:26]([CH3:27])([CH3:28])[CH3:29])=[O:24])[CH2:2][CH2:3][CH3:4]. (2) Given the reactants Cl.[Cl:2][C:3]1[CH:22]=[CH:21][C:6]2[N:7]([CH2:17][CH2:18][CH2:19][NH2:20])[C:8]3[CH:15]=[CH:14][C:13]([Cl:16])=[CH:12][C:9]=3[CH2:10][CH2:11][C:5]=2[CH:4]=1.C(N(CC)CC)C.[F:30][C:31]([F:44])([F:43])[O:32][C:33]1[CH:38]=[CH:37][C:36]([S:39](Cl)(=[O:41])=[O:40])=[CH:35][CH:34]=1, predict the reaction product. The product is: [F:44][C:31]([F:30])([F:43])[O:32][C:33]1[CH:38]=[CH:37][C:36]([S:39]([NH:20][CH2:19][CH2:18][CH2:17][N:7]2[C:8]3[CH:15]=[CH:14][C:13]([Cl:16])=[CH:12][C:9]=3[CH2:10][CH2:11][C:5]3[CH:4]=[C:3]([Cl:2])[CH:22]=[CH:21][C:6]2=3)(=[O:41])=[O:40])=[CH:35][CH:34]=1. (3) Given the reactants CC([N:5]([C@H:9]([CH3:29])[C:10]([NH:12][C:13]1[CH:14]=[N:15][C:16]([O:19][C:20]2[CH:25]=[CH:24][CH:23]=[C:22]([CH:26]([CH3:28])[CH3:27])[CH:21]=2)=[CH:17][CH:18]=1)=[O:11])C(=O)[O-])(C)C.C(O)(C(F)(F)F)=O, predict the reaction product. The product is: [CH3:28][CH:26]([C:22]1[CH:21]=[C:20]([O:19][C:16]2[N:15]=[CH:14][C:13]([NH:12][C:10](=[O:11])[C@@H:9]([CH3:29])[NH2:5])=[CH:18][CH:17]=2)[CH:25]=[CH:24][CH:23]=1)[CH3:27]. (4) Given the reactants [Cl:1][C:2]1[CH:3]=[CH:4][CH:5]=[C:6]2[C:15]=1[C:9]1([CH2:14][CH2:13][NH:12][CH2:11][CH2:10]1)[CH2:8][CH:7]2[CH2:16][C:17]([O:19]C)=[O:18].[F:21][C:22]1[CH:32]=[CH:31][C:25]([CH:26]=[CH:27][C:28](O)=[O:29])=[C:24]([C:33]([F:36])([F:35])[F:34])[CH:23]=1, predict the reaction product. The product is: [Cl:1][C:2]1[CH:3]=[CH:4][CH:5]=[C:6]2[C:15]=1[C:9]1([CH2:14][CH2:13][N:12]([C:28](=[O:29])/[CH:27]=[CH:26]/[C:25]3[CH:31]=[CH:32][C:22]([F:21])=[CH:23][C:24]=3[C:33]([F:34])([F:35])[F:36])[CH2:11][CH2:10]1)[CH2:8][CH:7]2[CH2:16][C:17]([OH:19])=[O:18]. (5) Given the reactants [Br:1][C:2]1[S:6][C:5]([Cl:7])=[C:4]([CH2:8][C:9]2[CH:14]=[CH:13][C:12]([OH:15])=[CH:11][CH:10]=2)[CH:3]=1.[CH3:16][C:17]([Si:20](Cl)([CH3:22])[CH3:21])([CH3:19])[CH3:18].N1C=CN=C1, predict the reaction product. The product is: [Br:1][C:2]1[S:6][C:5]([Cl:7])=[C:4]([CH2:8][C:9]2[CH:14]=[CH:13][C:12]([O:15][Si:20]([C:17]([CH3:19])([CH3:18])[CH3:16])([CH3:22])[CH3:21])=[CH:11][CH:10]=2)[CH:3]=1. (6) Given the reactants [CH3:1][C:2]1[CH:7]=[CH:6][C:5]([C:8]2[CH2:13][CH2:12][CH2:11][CH2:10][C:9]=2[C:14]([NH:16][C:17]2[CH:22]=[CH:21][C:20]([N:23]([CH2:31][CH2:32][N:33]3[CH:37]=[CH:36][CH:35]=[N:34]3)C(=O)OC(C)(C)C)=[CH:19][CH:18]=2)=[O:15])=[CH:4][CH:3]=1.FC(F)(F)C(O)=O, predict the reaction product. The product is: [CH3:1][C:2]1[CH:3]=[CH:4][C:5]([C:8]2[CH2:13][CH2:12][CH2:11][CH2:10][C:9]=2[C:14]([NH:16][C:17]2[CH:18]=[CH:19][C:20]([NH:23][CH2:31][CH2:32][N:33]3[CH:37]=[CH:36][CH:35]=[N:34]3)=[CH:21][CH:22]=2)=[O:15])=[CH:6][CH:7]=1. (7) The product is: [F:9][C:10]1[CH:11]=[C:12]([C:17]2[C:18]3[N:19]([N:23]=[C:24]([NH:26][CH:27]4[CH2:32][CH2:31][N:30]([C:2]5[CH:7]=[C:6]([CH3:8])[N:5]=[CH:4][N:3]=5)[CH:29]([CH3:33])[CH2:28]4)[N:25]=3)[CH:20]=[CH:21][CH:22]=2)[CH:13]=[CH:14][C:15]=1[F:16]. Given the reactants Cl[C:2]1[CH:7]=[C:6]([CH3:8])[N:5]=[CH:4][N:3]=1.[F:9][C:10]1[CH:11]=[C:12]([C:17]2[C:18]3[N:19]([N:23]=[C:24]([NH:26][CH:27]4[CH2:32][CH2:31][NH:30][CH:29]([CH3:33])[CH2:28]4)[N:25]=3)[CH:20]=[CH:21][CH:22]=2)[CH:13]=[CH:14][C:15]=1[F:16], predict the reaction product.